Dataset: NCI-60 drug combinations with 297,098 pairs across 59 cell lines. Task: Regression. Given two drug SMILES strings and cell line genomic features, predict the synergy score measuring deviation from expected non-interaction effect. (1) Drug 1: CC1=CC2C(CCC3(C2CCC3(C(=O)C)OC(=O)C)C)C4(C1=CC(=O)CC4)C. Drug 2: C1C(C(OC1N2C=NC3=C2NC=NCC3O)CO)O. Cell line: SW-620. Synergy scores: CSS=-3.82, Synergy_ZIP=1.77, Synergy_Bliss=-1.80, Synergy_Loewe=-3.58, Synergy_HSA=-5.03. (2) Drug 1: CC1=C(C(CCC1)(C)C)C=CC(=CC=CC(=CC(=O)O)C)C. Drug 2: CC=C1C(=O)NC(C(=O)OC2CC(=O)NC(C(=O)NC(CSSCCC=C2)C(=O)N1)C(C)C)C(C)C. Cell line: SW-620. Synergy scores: CSS=15.0, Synergy_ZIP=0.409, Synergy_Bliss=-2.70, Synergy_Loewe=-50.7, Synergy_HSA=-4.76. (3) Drug 1: COC1=NC(=NC2=C1N=CN2C3C(C(C(O3)CO)O)O)N. Drug 2: CC1C(C(CC(O1)OC2CC(CC3=C2C(=C4C(=C3O)C(=O)C5=C(C4=O)C(=CC=C5)OC)O)(C(=O)CO)O)N)O.Cl. Cell line: HOP-92. Synergy scores: CSS=31.8, Synergy_ZIP=0.474, Synergy_Bliss=2.06, Synergy_Loewe=-32.7, Synergy_HSA=0.839. (4) Drug 1: C1=CC=C(C(=C1)C(C2=CC=C(C=C2)Cl)C(Cl)Cl)Cl. Drug 2: C1C(C(OC1N2C=NC3=C2NC=NCC3O)CO)O. Cell line: NCI/ADR-RES. Synergy scores: CSS=6.16, Synergy_ZIP=1.14, Synergy_Bliss=3.57, Synergy_Loewe=6.42, Synergy_HSA=4.42. (5) Drug 1: CC(C1=C(C=CC(=C1Cl)F)Cl)OC2=C(N=CC(=C2)C3=CN(N=C3)C4CCNCC4)N. Drug 2: CCC1(C2=C(COC1=O)C(=O)N3CC4=CC5=C(C=CC(=C5CN(C)C)O)N=C4C3=C2)O.Cl. Cell line: HCC-2998. Synergy scores: CSS=0.436, Synergy_ZIP=-6.27, Synergy_Bliss=-7.09, Synergy_Loewe=-13.0, Synergy_HSA=-8.05. (6) Synergy scores: CSS=5.50, Synergy_ZIP=1.37, Synergy_Bliss=3.84, Synergy_Loewe=-13.3, Synergy_HSA=2.56. Cell line: NCI-H322M. Drug 1: CC1CCC2CC(C(=CC=CC=CC(CC(C(=O)C(C(C(=CC(C(=O)CC(OC(=O)C3CCCCN3C(=O)C(=O)C1(O2)O)C(C)CC4CCC(C(C4)OC)OCCO)C)C)O)OC)C)C)C)OC. Drug 2: C1CC(=O)NC(=O)C1N2C(=O)C3=CC=CC=C3C2=O. (7) Drug 1: C1=CC(=CC=C1CCCC(=O)O)N(CCCl)CCCl. Drug 2: COC1=NC(=NC2=C1N=CN2C3C(C(C(O3)CO)O)O)N. Cell line: SNB-75. Synergy scores: CSS=13.6, Synergy_ZIP=-4.47, Synergy_Bliss=3.69, Synergy_Loewe=-3.81, Synergy_HSA=2.27. (8) Drug 1: CCN(CC)CCCC(C)NC1=C2C=C(C=CC2=NC3=C1C=CC(=C3)Cl)OC. Drug 2: C1CN(P(=O)(OC1)NCCCl)CCCl. Cell line: CCRF-CEM. Synergy scores: CSS=55.7, Synergy_ZIP=-1.57, Synergy_Bliss=-2.00, Synergy_Loewe=-38.7, Synergy_HSA=-0.905.